Dataset: Peptide-MHC class I binding affinity with 185,985 pairs from IEDB/IMGT. Task: Regression. Given a peptide amino acid sequence and an MHC pseudo amino acid sequence, predict their binding affinity value. This is MHC class I binding data. (1) The peptide sequence is TPSVKVCIV. The MHC is HLA-B39:01 with pseudo-sequence HLA-B39:01. The binding affinity (normalized) is 0.0847. (2) The peptide sequence is WPTPKTHPV. The MHC is HLA-A03:01 with pseudo-sequence HLA-A03:01. The binding affinity (normalized) is 0.213. (3) The MHC is HLA-A68:02 with pseudo-sequence HLA-A68:02. The peptide sequence is IPQCRLTPL. The binding affinity (normalized) is 0.320. (4) The peptide sequence is RLGLSRPLLR. The MHC is Patr-A0401 with pseudo-sequence Patr-A0401. The binding affinity (normalized) is 0.954. (5) The peptide sequence is YVADALAAF. The MHC is HLA-B44:03 with pseudo-sequence HLA-B44:03. The binding affinity (normalized) is 0.0699. (6) The peptide sequence is GMLECGFPT. The MHC is HLA-A02:11 with pseudo-sequence HLA-A02:11. The binding affinity (normalized) is 0.872.